Dataset: Retrosynthesis with 50K atom-mapped reactions and 10 reaction types from USPTO. Task: Predict the reactants needed to synthesize the given product. (1) Given the product Cn1c(=O)c2ccccc2n(CCCN2CCN(C(c3ccccc3)c3ccccc3)CC2)c1=O, predict the reactants needed to synthesize it. The reactants are: Cn1c(=O)c2ccccc2n(CCCBr)c1=O.c1ccc(C(c2ccccc2)N2CCNCC2)cc1. (2) Given the product Cc1cc(Cl)ccc1C(C/C(=N\O)c1ccc(=O)n(C)c1)c1ccc(NS(=O)(=O)C2CC2)cc1, predict the reactants needed to synthesize it. The reactants are: Cc1cc(Cl)ccc1C(CC(=O)c1ccc(=O)n(C)c1)c1ccc(NS(=O)(=O)C2CC2)cc1.NO. (3) The reactants are: CC(C)[C@@H]1C[C@@H](C(=O)OCc2ccccc2)N(C(=O)OC(C)(C)C)C1=O. Given the product CC(C)[C@@H]1C[C@@H](CO)N(C(=O)OC(C)(C)C)C1=O, predict the reactants needed to synthesize it.